From a dataset of Catalyst prediction with 721,799 reactions and 888 catalyst types from USPTO. Predict which catalyst facilitates the given reaction. (1) Reactant: Cl.[F:2][C:3]([F:14])([F:13])[C:4]1[N:9]=[CH:8][C:7]([C@H:10]([NH2:12])[CH3:11])=[CH:6][CH:5]=1.[C:15](O[C:15]([O:17][C:18]([CH3:21])([CH3:20])[CH3:19])=[O:16])([O:17][C:18]([CH3:21])([CH3:20])[CH3:19])=[O:16].C(N(CC)CC)C.[Cl-].[NH4+]. Product: [F:14][C:3]([F:13])([F:2])[C:4]1[N:9]=[CH:8][C:7]([C@H:10]([NH:12][C:15](=[O:16])[O:17][C:18]([CH3:21])([CH3:20])[CH3:19])[CH3:11])=[CH:6][CH:5]=1. The catalyst class is: 4. (2) Reactant: [C:1]([O:9][CH2:10][CH3:11])(=[O:8])[CH2:2][C:3]([O:5][CH2:6][CH3:7])=[O:4].[H-].[Na+].[CH2:14]([N:21]=[C:22]=[O:23])[C:15]1[CH:20]=[CH:19][CH:18]=[CH:17][CH:16]=1.Cl. Product: [C:15]1([CH2:14][NH:21][C:22]([CH:2]([C:3]([O:5][CH2:6][CH3:7])=[O:4])[C:1]([O:9][CH2:10][CH3:11])=[O:8])=[O:23])[CH:20]=[CH:19][CH:18]=[CH:17][CH:16]=1. The catalyst class is: 7. (3) Reactant: C[O:2][C:3](=O)[C@@H:4]([NH:16][C:17](=[O:56])[C@@H:18]([NH:41][CH2:42][C:43]1[CH:48]=[CH:47][C:46]([O:49][C:50]2[CH:55]=[CH:54][CH:53]=[CH:52][CH:51]=2)=[CH:45][CH:44]=1)[CH2:19][CH2:20][CH2:21][CH2:22][NH:23][C:24](OCC1C2C=CC=CC=2C2C1=CC=CC=2)=[O:25])[CH2:5][C:6]1[CH:15]=[CH:14][C:13]2[C:8](=[CH:9][CH:10]=[CH:11][CH:12]=2)[CH:7]=1.[CH2:58]([OH:62])[CH2:59][CH2:60][CH3:61].[C:63](O)(=O)[CH3:64]. Product: [CH:64]1[C:63]2[CH:59]([CH2:58][O:62][C:24](=[O:25])[NH:23][CH2:22][CH2:21][CH2:20][CH2:19][C@H:18]3[C:17](=[O:56])[NH:16][C@@H:4]([CH2:5][C:6]4[CH:15]=[CH:14][C:13]5[C:8](=[CH:9][CH:10]=[CH:11][CH:12]=5)[CH:7]=4)[C:3](=[O:2])[N:41]3[CH2:42][C:43]3[CH:44]=[CH:45][C:46]([O:49][C:50]4[CH:51]=[CH:52][CH:53]=[CH:54][CH:55]=4)=[CH:47][CH:48]=3)[C:60]3[C:7](=[CH:8][CH:9]=[CH:10][CH:61]=3)[C:6]=2[CH:5]=[CH:4][CH:3]=1. The catalyst class is: 11. (4) Reactant: [O:1]=[C:2]1[C:10]2[C:5](=[CH:6][CH:7]=[CH:8][CH:9]=2)[C:4](=[O:11])[N:3]1[CH2:12][C:13]([NH:15][C:16]1[CH:17]=[C:18]([NH:23]C(=O)OC(C)(C)C)[CH:19]=[CH:20][C:21]=1[CH3:22])=[O:14].Cl.C(=O)(O)[O-].[Na+]. Product: [NH2:23][C:18]1[CH:19]=[CH:20][C:21]([CH3:22])=[C:16]([NH:15][C:13](=[O:14])[CH2:12][N:3]2[C:4](=[O:11])[C:5]3[C:10](=[CH:9][CH:8]=[CH:7][CH:6]=3)[C:2]2=[O:1])[CH:17]=1. The catalyst class is: 12. (5) Reactant: [C:1]([C:5]1[CH:9]=[C:8]([NH2:10])[N:7]([CH3:11])[N:6]=1)([CH3:4])([CH3:3])[CH3:2].C(=O)([O-])[O-].[K+].[K+].[C:18](Cl)(Cl)=[S:19].O. Product: [C:1]([C:5]1[CH:9]=[C:8]([N:10]=[C:18]=[S:19])[N:7]([CH3:11])[N:6]=1)([CH3:4])([CH3:2])[CH3:3]. The catalyst class is: 372. (6) Reactant: Cl[C:2]1[N:7]=[C:6]([CH:8]2[CH2:10][CH2:9]2)[C:5]([C:11]#[N:12])=[CH:4][N:3]=1.Cl.[NH2:14][C@H:15]([C:17]1[C:18](=[O:28])[NH:19][C:20]2[C:25]([CH:26]=1)=[CH:24][C:23]([Cl:27])=[CH:22][CH:21]=2)[CH3:16].CCN(C(C)C)C(C)C. Product: [Cl:27][C:23]1[CH:24]=[C:25]2[C:20](=[CH:21][CH:22]=1)[NH:19][C:18](=[O:28])[C:17]([C@@H:15]([NH:14][C:2]1[N:7]=[C:6]([CH:8]3[CH2:10][CH2:9]3)[C:5]([C:11]#[N:12])=[CH:4][N:3]=1)[CH3:16])=[CH:26]2. The catalyst class is: 16. (7) Reactant: [Br:1][C:2]1[C:3]([CH3:11])=[C:4]([CH2:8][CH2:9][OH:10])[CH:5]=[CH:6][CH:7]=1.N1C=CN=C1.[C:17]([Si:21]([CH3:24])([CH3:23])Cl)([CH3:20])([CH3:19])[CH3:18]. Product: [Br:1][C:2]1[C:3]([CH3:11])=[C:4]([CH:5]=[CH:6][CH:7]=1)[CH2:8][CH2:9][O:10][Si:21]([C:17]([CH3:20])([CH3:19])[CH3:18])([CH3:24])[CH3:23]. The catalyst class is: 3. (8) Reactant: [H-].[Na+].[Si:3]([O:10][CH:11]1[CH2:14][N:13]([CH2:15][C@H:16]([OH:27])[C:17]([NH:19][C:20]2[CH:25]=[CH:24][C:23]([F:26])=[CH:22][N:21]=2)=[O:18])[CH2:12]1)([C:6]([CH3:9])([CH3:8])[CH3:7])([CH3:5])[CH3:4].Cl[C:29]1[N:34]=[CH:33][N:32]=[C:31]2[N:35]([C:38]3[CH:43]=[CH:42][CH:41]=[CH:40][C:39]=3[Cl:44])[N:36]=[CH:37][C:30]=12.C(O)(=O)CC(CC(O)=O)(C(O)=O)O. Product: [Si:3]([O:10][CH:11]1[CH2:12][N:13]([CH2:15][C@H:16]([O:27][C:29]2[N:34]=[CH:33][N:32]=[C:31]3[N:35]([C:38]4[CH:43]=[CH:42][CH:41]=[CH:40][C:39]=4[Cl:44])[N:36]=[CH:37][C:30]=23)[C:17]([NH:19][C:20]2[CH:25]=[CH:24][C:23]([F:26])=[CH:22][N:21]=2)=[O:18])[CH2:14]1)([C:6]([CH3:9])([CH3:7])[CH3:8])([CH3:5])[CH3:4]. The catalyst class is: 249.